The task is: Predict which catalyst facilitates the given reaction.. This data is from Catalyst prediction with 721,799 reactions and 888 catalyst types from USPTO. (1) Reactant: [C:1]([O:5][C:6]([NH:8][C:9]1[CH:10]=[C:11]([CH:15]=[CH:16][N:17]=1)[C:12]([OH:14])=O)=[O:7])([CH3:4])([CH3:3])[CH3:2].C1C=CC2N(O)N=NC=2C=1.C(Cl)CCl.Cl.[CH3:33][NH:34][O:35][CH3:36].CCN(CC)CC. Product: [CH3:36][O:35][N:34]([CH3:33])[C:12]([C:11]1[CH:15]=[CH:16][N:17]=[C:9]([NH:8][C:6](=[O:7])[O:5][C:1]([CH3:2])([CH3:3])[CH3:4])[CH:10]=1)=[O:14]. The catalyst class is: 10. (2) Reactant: [F:1][C:2]([F:22])([F:21])[C:3]1[CH:8]=[CH:7][C:6]([C:9]2[CH:14]=[CH:13][C:12]([CH:15](O)[CH2:16][CH2:17][CH2:18][CH3:19])=[CH:11][CH:10]=2)=[CH:5][CH:4]=1.S(Cl)([Cl:25])=O. Product: [Cl:25][CH:15]([C:12]1[CH:13]=[CH:14][C:9]([C:6]2[CH:7]=[CH:8][C:3]([C:2]([F:22])([F:21])[F:1])=[CH:4][CH:5]=2)=[CH:10][CH:11]=1)[CH2:16][CH2:17][CH2:18][CH3:19]. The catalyst class is: 2. (3) The catalyst class is: 243. Product: [CH2:1]([O:8][C:9](=[O:27])[NH:10][CH2:11][CH2:12][N:13]([C:33](=[O:34])[C:32]1[CH:36]=[C:37]([C:39]([F:40])([F:41])[F:42])[CH:38]=[C:30]([C:29]([F:28])([F:43])[F:44])[CH:31]=1)[C:14]1[CH:15]=[N:16][CH:17]=[CH:18][C:19]=1[C:20]1[CH:25]=[CH:24][CH:23]=[CH:22][C:21]=1[Cl:26])[C:2]1[CH:7]=[CH:6][CH:5]=[CH:4][CH:3]=1. Reactant: [CH2:1]([O:8][C:9](=[O:27])[NH:10][CH2:11][CH2:12][NH:13][C:14]1[CH:15]=[N:16][CH:17]=[CH:18][C:19]=1[C:20]1[CH:25]=[CH:24][CH:23]=[CH:22][C:21]=1[Cl:26])[C:2]1[CH:7]=[CH:6][CH:5]=[CH:4][CH:3]=1.[F:28][C:29]([F:44])([F:43])[C:30]1[CH:31]=[C:32]([CH:36]=[C:37]([C:39]([F:42])([F:41])[F:40])[CH:38]=1)[C:33](Cl)=[O:34]. (4) The catalyst class is: 2. Product: [CH3:1][C:2]1[C:6]([C:7]2[N:11]([C:12]3[CH:13]=[CH:14][C:15]([O:18][CH3:19])=[CH:16][CH:17]=3)[N:10]=[C:9]([CH2:20][CH2:21][CH3:22])[C:8]=2[CH:23]=[N:24][OH:25])=[C:5]([CH3:26])[O:4][N:3]=1. Reactant: [CH3:1][C:2]1[C:6]([C:7]2[N:11]([C:12]3[CH:17]=[CH:16][C:15]([O:18][CH3:19])=[CH:14][CH:13]=3)[N:10]=[C:9]([CH2:20][CH2:21][CH3:22])[C:8]=2/[CH:23]=[N:24]/[OH:25])=[C:5]([CH3:26])[O:4][N:3]=1.B(Br)(Br)Br.O.